From a dataset of Forward reaction prediction with 1.9M reactions from USPTO patents (1976-2016). Predict the product of the given reaction. (1) Given the reactants [Cl:1][C:2]1[N:10]([CH2:11][CH:12]=[CH2:13])[C:9]2[C:8](=[O:14])[N:7]([CH2:15][CH2:16][CH2:17][OH:18])[C:6](=[O:19])[N:5]([CH2:20][CH2:21][CH2:22][C:23]([F:26])([F:25])[F:24])[C:4]=2[N:3]=1.C(N(CC)CC)C.[CH3:34][S:35](O[S:35]([CH3:34])(=[O:37])=[O:36])(=[O:37])=[O:36].C(=O)(O)[O-].[Na+], predict the reaction product. The product is: [CH3:34][S:35]([O:18][CH2:17][CH2:16][CH2:15][N:7]1[C:8](=[O:14])[C:9]2[N:10]([CH2:11][CH:12]=[CH2:13])[C:2]([Cl:1])=[N:3][C:4]=2[N:5]([CH2:20][CH2:21][CH2:22][C:23]([F:26])([F:24])[F:25])[C:6]1=[O:19])(=[O:37])=[O:36]. (2) Given the reactants [H-].[Al+3].[Li+].[H-].[H-].[H-].C([O:9][C:10](=O)[C@@H:11]([NH2:23])[CH2:12][CH2:13][C:14]([CH3:22])([C:16]1[CH:21]=[CH:20][CH:19]=[CH:18][CH:17]=1)[CH3:15])C.S([O-])([O-])(=O)=O.[Na+].[Na+], predict the reaction product. The product is: [NH2:23][C@@H:11]([CH2:12][CH2:13][C:14]([CH3:22])([C:16]1[CH:17]=[CH:18][CH:19]=[CH:20][CH:21]=1)[CH3:15])[CH2:10][OH:9]. (3) Given the reactants [NH:1]([C:3]1[NH:4][CH2:5][CH2:6][N:7]=1)[NH2:2].Br.[OH-].[Na+].[C:11]1([CH2:17][C:18](Cl)=[O:19])[CH:16]=[CH:15][CH:14]=[CH:13][CH:12]=1, predict the reaction product. The product is: [C:11]1([CH2:17][C:18]([C:3]2([NH:1][NH2:2])[N:4]=[CH:5][CH:6]=[N:7]2)=[O:19])[CH:16]=[CH:15][CH:14]=[CH:13][CH:12]=1. (4) Given the reactants [CH2:1]([NH:8][CH:9]1[CH2:14][CH2:13][N:12]([CH2:15][CH2:16][CH3:17])[CH2:11][CH2:10]1)[C:2]1[CH:7]=[CH:6][CH:5]=[CH:4][CH:3]=1.[CH2:18]([N:20]([CH2:30][CH3:31])[C:21](=[O:29])[C:22]1[CH:27]=[CH:26][C:25](Br)=[CH:24][CH:23]=1)[CH3:19].CC(C)([O-])C.[Na+].ClCCl, predict the reaction product. The product is: [CH2:30]([N:20]([CH2:18][CH3:19])[C:21](=[O:29])[C:22]1[CH:27]=[CH:26][C:25]([N:8]([CH2:1][C:2]2[CH:3]=[CH:4][CH:5]=[CH:6][CH:7]=2)[CH:9]2[CH2:14][CH2:13][N:12]([CH2:15][CH2:16][CH3:17])[CH2:11][CH2:10]2)=[CH:24][CH:23]=1)[CH3:31]. (5) Given the reactants [CH3:1][C:2]([CH3:19])([CH3:18])[CH2:3][O:4][C:5]1[CH:13]=[CH:12][C:11]([S:14]([CH3:17])(=[O:16])=[O:15])=[CH:10][C:6]=1[C:7]([OH:9])=O.Cl.[C:21]1([S:27]([C:30]2[S:34][C:33]([N:35]3[CH2:40][CH2:39][NH:38][CH2:37][CH2:36]3)=[N:32][CH:31]=2)(=[O:29])=[O:28])[CH:26]=[CH:25][CH:24]=[CH:23][CH:22]=1, predict the reaction product. The product is: [C:21]1([S:27]([C:30]2[S:34][C:33]([N:35]3[CH2:40][CH2:39][N:38]([C:7]([C:6]4[CH:10]=[C:11]([S:14]([CH3:17])(=[O:16])=[O:15])[CH:12]=[CH:13][C:5]=4[O:4][CH2:3][C:2]([CH3:1])([CH3:19])[CH3:18])=[O:9])[CH2:37][CH2:36]3)=[N:32][CH:31]=2)(=[O:29])=[O:28])[CH:26]=[CH:25][CH:24]=[CH:23][CH:22]=1. (6) Given the reactants [CH2:1]([O:4][CH2:5][CH2:6][CH:7]([NH:16]C(=O)C(F)(F)F)[C:8]1[CH:13]=[CH:12][CH:11]=[C:10]([O:14][CH3:15])[CH:9]=1)[CH:2]=[CH2:3].C(=O)([O-])[O-].[K+].[K+].CO, predict the reaction product. The product is: [CH2:1]([O:4][CH2:5][CH2:6][CH:7]([C:8]1[CH:13]=[CH:12][CH:11]=[C:10]([O:14][CH3:15])[CH:9]=1)[NH2:16])[CH:2]=[CH2:3]. (7) Given the reactants [Cl:1][C:2]1[CH:3]=[C:4]([CH:8]=[CH:9][C:10]=1[O:11][CH:12]([CH3:14])[CH3:13])[C:5]([OH:7])=O.C1C=CC2N(O)N=NC=2C=1.[F:25][C:26]1[CH:27]=[C:28]2[C:32](=[CH:33][C:34]=1/[C:35](/[NH:38]O)=[N:36]/[H])[NH:31][CH:30]=[C:29]2[CH2:40][CH2:41][C:42]([O:44][CH2:45][CH3:46])=[O:43].CCCC[N+](CCCC)(CCCC)CCCC.[F-], predict the reaction product. The product is: [Cl:1][C:2]1[CH:3]=[C:4]([C:5]2[O:7][N:36]=[C:35]([C:34]3[CH:33]=[C:32]4[C:28]([C:29]([CH2:40][CH2:41][C:42]([O:44][CH2:45][CH3:46])=[O:43])=[CH:30][NH:31]4)=[CH:27][C:26]=3[F:25])[N:38]=2)[CH:8]=[CH:9][C:10]=1[O:11][CH:12]([CH3:14])[CH3:13].